Dataset: Forward reaction prediction with 1.9M reactions from USPTO patents (1976-2016). Task: Predict the product of the given reaction. (1) Given the reactants Cl.[N+:2]([C:5]1[CH:10]=[CH:9][C:8]([CH2:11][C:12](=[NH:16])OCC)=[CH:7][CH:6]=1)([O-:4])=[O:3].CO[CH:19](OC)[CH2:20][NH2:21], predict the reaction product. The product is: [N+:2]([C:5]1[CH:6]=[CH:7][C:8]([CH2:11][C:12]2[NH:16][CH:19]=[CH:20][N:21]=2)=[CH:9][CH:10]=1)([O-:4])=[O:3]. (2) Given the reactants [NH2:1][N:2]1[N:11]=[C:10]([S:12][CH2:13][C:14]2[CH:19]=[CH:18][CH:17]=[CH:16][CH:15]=2)[C:9]2[C:4](=[CH:5][CH:6]=[CH:7][CH:8]=2)[C:3]1=[O:20].[Cl:21][C:22]1[CH:27]=[CH:26][C:25]([CH2:28][C:29](Cl)=[O:30])=[CH:24][CH:23]=1, predict the reaction product. The product is: [CH2:13]([S:12][C:10]1[C:9]2[C:4](=[CH:5][CH:6]=[CH:7][CH:8]=2)[C:3](=[O:20])[N:2]([NH:1][C:29](=[O:30])[CH2:28][C:25]2[CH:26]=[CH:27][C:22]([Cl:21])=[CH:23][CH:24]=2)[N:11]=1)[C:14]1[CH:19]=[CH:18][CH:17]=[CH:16][CH:15]=1. (3) The product is: [CH:1]1([N:7]2[CH2:13][C:12]([F:15])([CH3:14])[C:11](=[O:16])[N:10]([CH3:17])[C:9]3[CH:18]=[N:19][C:20]([NH:22][C:23]4[CH:31]=[CH:30][C:26]([C:27]([NH:49][CH:44]5[CH2:43][N:48]([CH3:47])[CH2:45]5)=[O:28])=[CH:25][C:24]=4[O:32][CH3:33])=[N:21][C:8]2=3)[CH2:6][CH2:5][CH2:4][CH2:3][CH2:2]1. Given the reactants [CH:1]1([N:7]2[CH2:13][C:12]([F:15])([CH3:14])[C:11](=[O:16])[N:10]([CH3:17])[C:9]3[CH:18]=[N:19][C:20]([NH:22][C:23]4[CH:31]=[CH:30][C:26]([C:27](O)=[O:28])=[CH:25][C:24]=4[O:32][CH3:33])=[N:21][C:8]2=3)[CH2:6][CH2:5][CH2:4][CH2:3][CH2:2]1.CN(C(ON1N=[N:49][C:44]2[CH:45]=C[CH:47]=[N:48][C:43]1=2)=[N+](C)C)C.F[P-](F)(F)(F)(F)F.Cl.CN1CC(N)C1, predict the reaction product. (4) Given the reactants S.[Na].[Br:3][C:4]1[C:13]([O:14][CH3:15])=[C:12]2[C:7]([C:8](=[O:27])[C:9]([C:22]([O:24][CH2:25][CH3:26])=[O:23])=[C:10]([S:19](C)=O)[N:11]2[CH:16]2[CH2:18][CH2:17]2)=[CH:6][CH:5]=1, predict the reaction product. The product is: [Br:3][C:4]1[C:13]([O:14][CH3:15])=[C:12]2[C:7]([C:8](=[O:27])[C:9]([C:22]([O:24][CH2:25][CH3:26])=[O:23])=[C:10]([SH:19])[N:11]2[CH:16]2[CH2:17][CH2:18]2)=[CH:6][CH:5]=1. (5) The product is: [ClH:12].[Br:1][C:2]1[CH:3]=[CH:4][C:5]([CH2:8][Cl:12])=[N:6][CH:7]=1. Given the reactants [Br:1][C:2]1[CH:3]=[CH:4][C:5]([CH2:8]O)=[N:6][CH:7]=1.S(Cl)([Cl:12])=O, predict the reaction product. (6) Given the reactants [Br:1][C:2]1[CH:7]=[CH:6][CH:5]=[C:4]([NH:8][C:9]([NH2:11])=[S:10])[N:3]=1.Cl[CH2:13][CH:14]=O, predict the reaction product. The product is: [Br:1][C:2]1[N:3]=[C:4]([NH:8][C:9]2[S:10][CH:13]=[CH:14][N:11]=2)[CH:5]=[CH:6][CH:7]=1.